Task: Predict the reactants needed to synthesize the given product.. Dataset: Full USPTO retrosynthesis dataset with 1.9M reactions from patents (1976-2016) Given the product [C:1]([NH:4][C:5]1[C:10]([C:11]2[C:12]([CH3:19])=[CH:13][C:14]([O:18][CH2:26][C:27]3([OH:25])[CH2:32][CH2:31][S:30][CH2:29][CH2:28]3)=[CH:15][C:16]=2[CH3:17])=[CH:9][C:8]([C:20]([O:22][CH2:23][CH3:24])=[O:21])=[CH:7][CH:6]=1)(=[O:3])[CH3:2], predict the reactants needed to synthesize it. The reactants are: [C:1]([NH:4][C:5]1[C:10]([C:11]2[C:16]([CH3:17])=[CH:15][C:14]([OH:18])=[CH:13][C:12]=2[CH3:19])=[CH:9][C:8]([C:20]([O:22][CH2:23][CH3:24])=[O:21])=[CH:7][CH:6]=1)(=[O:3])[CH3:2].[O:25]1[C:27]2([CH2:32][CH2:31][S:30][CH2:29][CH2:28]2)[CH2:26]1.C(=O)([O-])[O-].[K+].[K+].CCCCCC.C(OCC)(=O)C.